The task is: Predict which catalyst facilitates the given reaction.. This data is from Catalyst prediction with 721,799 reactions and 888 catalyst types from USPTO. (1) Reactant: [F:1][C:2]([F:20])([F:19])[C:3]1[CH:18]=[CH:17][C:6]([S:7][CH2:8][C:9]2[O:13][N:12]=[C:11]([C:14]([OH:16])=O)[CH:10]=2)=[CH:5][CH:4]=1.C(N(CC)CC)C.Cl.C(N=C=NCCCN(C)C)C.ON1C2C=CC=CC=2N=N1.[O:50]1[CH2:55][CH2:54][CH:53]([CH2:56][NH2:57])[CH2:52][CH2:51]1. Product: [O:50]1[CH2:55][CH2:54][CH:53]([CH2:56][NH:57][C:14]([C:11]2[CH:10]=[C:9]([CH2:8][S:7][C:6]3[CH:5]=[CH:4][C:3]([C:2]([F:1])([F:20])[F:19])=[CH:18][CH:17]=3)[O:13][N:12]=2)=[O:16])[CH2:52][CH2:51]1. The catalyst class is: 408. (2) Reactant: [NH2:1][C:2]1[CH:10]=[CH:9][C:8]([Br:11])=[CH:7][C:3]=1[C:4]([OH:6])=O.[CH:12](OCC)(OCC)OCC.C(O)(=O)C.[NH2:26][C:27]1[CH:32]=[CH:31][CH:30]=[CH:29][CH:28]=1. Product: [Br:11][C:8]1[CH:7]=[C:3]2[C:2](=[CH:10][CH:9]=1)[N:1]=[CH:12][N:26]([C:27]1[CH:32]=[CH:31][CH:30]=[CH:29][CH:28]=1)[C:4]2=[O:6]. The catalyst class is: 11.